Task: Predict which catalyst facilitates the given reaction.. Dataset: Catalyst prediction with 721,799 reactions and 888 catalyst types from USPTO The catalyst class is: 832. Reactant: [Cl:1][C:2]1[CH:3]=[C:4]([C@@H:12]([CH2:16][CH:17]2[CH2:21][CH2:20][CH2:19][CH2:18]2)[C:13]([OH:15])=O)[CH:5]=[CH:6][C:7]=1[S:8]([CH3:11])(=[O:10])=[O:9].C(Cl)(=O)C(Cl)=O.[NH2:28][C:29]1[N:34]=[CH:33][C:32]([NH:35][S:36]([CH3:39])(=[O:38])=[O:37])=[CH:31][CH:30]=1.N1C=CC=CC=1. Product: [Cl:1][C:2]1[CH:3]=[C:4]([C@@H:12]([CH2:16][CH:17]2[CH2:21][CH2:20][CH2:19][CH2:18]2)[C:13]([NH:28][C:29]2[CH:30]=[CH:31][C:32]([NH:35][S:36]([CH3:39])(=[O:38])=[O:37])=[CH:33][N:34]=2)=[O:15])[CH:5]=[CH:6][C:7]=1[S:8]([CH3:11])(=[O:9])=[O:10].